From a dataset of Full USPTO retrosynthesis dataset with 1.9M reactions from patents (1976-2016). Predict the reactants needed to synthesize the given product. Given the product [Cl:1][C:2]1[C:3]([C:27]2[C:35]3[C:30](=[CH:31][CH:32]=[CH:33][CH:34]=3)[N:29]([CH3:36])[CH:28]=2)=[N:4][C:5]([NH:8][C:9]2[CH:14]=[C:13]([NH2:15])[C:12]([N:18]3[CH2:19][CH2:20][N:21]([CH3:24])[CH2:22][CH2:23]3)=[CH:11][C:10]=2[O:25][CH3:26])=[N:6][CH:7]=1, predict the reactants needed to synthesize it. The reactants are: [Cl:1][C:2]1[C:3]([C:27]2[C:35]3[C:30](=[CH:31][CH:32]=[CH:33][CH:34]=3)[N:29]([CH3:36])[CH:28]=2)=[N:4][C:5]([NH:8][C:9]2[CH:14]=[C:13]([N+:15]([O-])=O)[C:12]([N:18]3[CH2:23][CH2:22][N:21]([CH3:24])[CH2:20][CH2:19]3)=[CH:11][C:10]=2[O:25][CH3:26])=[N:6][CH:7]=1.[NH4+].[Cl-].